From a dataset of Catalyst prediction with 721,799 reactions and 888 catalyst types from USPTO. Predict which catalyst facilitates the given reaction. (1) Reactant: [F:1][C@H:2]1[CH2:19][C@@:17]2([CH3:18])[C@@H:13]([CH2:14][CH2:15][C:16]2=[O:20])[C@H:12]2[C@H:3]1[C@@H:4]1[C:9]([CH2:10][C@H:11]2[CH2:21][CH2:22][CH2:23][CH2:24][CH2:25][O:26][Si](C(C)(C)C)(C)C)=[CH:8][C:7](=[O:34])[CH2:6][CH2:5]1.C(O)(=O)C. Product: [F:1][C@H:2]1[CH2:19][C@@:17]2([CH3:18])[C@@H:13]([CH2:14][CH2:15][C:16]2=[O:20])[C@H:12]2[C@H:3]1[C@@H:4]1[C:9]([CH2:10][C@H:11]2[CH2:21][CH2:22][CH2:23][CH2:24][CH2:25][OH:26])=[CH:8][C:7](=[O:34])[CH2:6][CH2:5]1. The catalyst class is: 20. (2) Reactant: [NH:1]1[C:5]2=[N:6][CH:7]=[CH:8][CH:9]=[C:4]2[C:3]([CH:10]=[O:11])=[CH:2]1.[H-].[Na+].[CH:14]([Si:17](Cl)([CH:21]([CH3:23])[CH3:22])[CH:18]([CH3:20])[CH3:19])([CH3:16])[CH3:15].O. The catalyst class is: 7. Product: [CH:14]([Si:17]([CH:21]([CH3:23])[CH3:22])([CH:18]([CH3:20])[CH3:19])[N:1]1[C:5]2=[N:6][CH:7]=[CH:8][CH:9]=[C:4]2[C:3]([CH:10]=[O:11])=[CH:2]1)([CH3:16])[CH3:15]. (3) Reactant: C(=O)([O-])[O-].[K+].[K+].[F:7][C:8]1[CH:9]=[C:10]([OH:17])[CH:11]=[CH:12][C:13]=1[N+:14]([O-:16])=[O:15].Br[CH2:19][CH2:20][O:21][CH:22]1[CH2:27][CH2:26][CH2:25][CH2:24][O:23]1. Product: [F:7][C:8]1[CH:9]=[C:10]([CH:11]=[CH:12][C:13]=1[N+:14]([O-:16])=[O:15])[O:17][CH2:19][CH2:20][O:21][CH:22]1[CH2:27][CH2:26][CH2:25][CH2:24][O:23]1. The catalyst class is: 115. (4) Reactant: [OH:1][CH2:2][CH2:3][O:4][CH2:5][CH2:6][NH:7][C:8]([C:10]1[CH:11]=[C:12]([CH:16]=[CH:17][CH:18]=1)[C:13]([OH:15])=O)=[O:9].CN(C(ON1N=NC2C=CC=NC1=2)=[N+](C)C)C.F[P-](F)(F)(F)(F)F.C(N(CC)C(C)C)(C)C.[NH2:52][C:53]1[CH:75]=[CH:74][C:73]([N:76]2[CH2:81][CH2:80][CH2:79][CH2:78][CH2:77]2)=[CH:72][C:54]=1[C:55]([NH:57][C:58]1[N:63]=[CH:62][C:61]([C:64]2[CH:69]=[CH:68][C:67]([CH3:70])=[C:66]([CH3:71])[CH:65]=2)=[CH:60][N:59]=1)=[O:56]. Product: [CH3:71][C:66]1[CH:65]=[C:64]([C:61]2[CH:60]=[N:59][C:58]([NH:57][C:55]([C:54]3[CH:72]=[C:73]([N:76]4[CH2:81][CH2:80][CH2:79][CH2:78][CH2:77]4)[CH:74]=[CH:75][C:53]=3[NH:52][C:13](=[O:15])[C:12]3[CH:16]=[CH:17][CH:18]=[C:10]([C:8]([NH:7][CH2:6][CH2:5][O:4][CH2:3][CH2:2][OH:1])=[O:9])[CH:11]=3)=[O:56])=[N:63][CH:62]=2)[CH:69]=[CH:68][C:67]=1[CH3:70]. The catalyst class is: 9. (5) Reactant: C([N:8]1[CH2:12][CH2:11][C:10]([C:15]2[CH:20]=[C:19]([F:21])[CH:18]=[C:17]([Cl:22])[CH:16]=2)([O:13][CH3:14])[CH2:9]1)C1C=CC=CC=1.ClC(OC(Cl)C)=O. Product: [Cl:22][C:17]1[CH:16]=[C:15]([C:10]2([O:13][CH3:14])[CH2:11][CH2:12][NH:8][CH2:9]2)[CH:20]=[C:19]([F:21])[CH:18]=1. The catalyst class is: 26. (6) Reactant: [Br:1][C:2]1[CH:7]=[CH:6][C:5]([N:8]=[CH:9][C:10]2[CH:15]=[CH:14][CH:13]=[CH:12][CH:11]=2)=[CH:4][CH:3]=1.[CH3:16][Li]. Product: [Br:1][C:2]1[CH:3]=[CH:4][C:5]([NH:8][CH:9]([C:10]2[CH:11]=[CH:12][CH:13]=[CH:14][CH:15]=2)[CH3:16])=[CH:6][CH:7]=1. The catalyst class is: 715.